This data is from NCI-60 drug combinations with 297,098 pairs across 59 cell lines. The task is: Regression. Given two drug SMILES strings and cell line genomic features, predict the synergy score measuring deviation from expected non-interaction effect. (1) Synergy scores: CSS=17.3, Synergy_ZIP=-0.601, Synergy_Bliss=3.21, Synergy_Loewe=-2.22, Synergy_HSA=3.01. Drug 2: CCC1=C2CN3C(=CC4=C(C3=O)COC(=O)C4(CC)O)C2=NC5=C1C=C(C=C5)O. Drug 1: CC1=CC=C(C=C1)C2=CC(=NN2C3=CC=C(C=C3)S(=O)(=O)N)C(F)(F)F. Cell line: SK-MEL-5. (2) Drug 2: COC1=C2C(=CC3=C1OC=C3)C=CC(=O)O2. Drug 1: C1=CC(=CC=C1C#N)C(C2=CC=C(C=C2)C#N)N3C=NC=N3. Synergy scores: CSS=-3.10, Synergy_ZIP=2.99, Synergy_Bliss=1.66, Synergy_Loewe=-1.79, Synergy_HSA=-2.70. Cell line: MOLT-4. (3) Drug 1: C(=O)(N)NO. Drug 2: CC(C)CN1C=NC2=C1C3=CC=CC=C3N=C2N. Cell line: EKVX. Synergy scores: CSS=1.11, Synergy_ZIP=0.476, Synergy_Bliss=1.05, Synergy_Loewe=-0.175, Synergy_HSA=-0.0989. (4) Drug 1: CS(=O)(=O)CCNCC1=CC=C(O1)C2=CC3=C(C=C2)N=CN=C3NC4=CC(=C(C=C4)OCC5=CC(=CC=C5)F)Cl. Drug 2: CC(C)(C#N)C1=CC(=CC(=C1)CN2C=NC=N2)C(C)(C)C#N. Cell line: TK-10. Synergy scores: CSS=20.3, Synergy_ZIP=-5.08, Synergy_Bliss=4.80, Synergy_Loewe=0.833, Synergy_HSA=1.27. (5) Cell line: CAKI-1. Drug 1: C1=NC2=C(N=C(N=C2N1C3C(C(C(O3)CO)O)F)Cl)N. Drug 2: C1C(C(OC1N2C=NC(=NC2=O)N)CO)O. Synergy scores: CSS=10.2, Synergy_ZIP=-7.09, Synergy_Bliss=4.01, Synergy_Loewe=1.46, Synergy_HSA=1.64. (6) Drug 1: CCCCC(=O)OCC(=O)C1(CC(C2=C(C1)C(=C3C(=C2O)C(=O)C4=C(C3=O)C=CC=C4OC)O)OC5CC(C(C(O5)C)O)NC(=O)C(F)(F)F)O. Drug 2: CC1CCCC2(C(O2)CC(NC(=O)CC(C(C(=O)C(C1O)C)(C)C)O)C(=CC3=CSC(=N3)C)C)C. Cell line: NCI-H522. Synergy scores: CSS=63.4, Synergy_ZIP=-0.0146, Synergy_Bliss=-2.59, Synergy_Loewe=-6.38, Synergy_HSA=-0.668. (7) Drug 1: CC12CCC3C(C1CCC2O)C(CC4=C3C=CC(=C4)O)CCCCCCCCCS(=O)CCCC(C(F)(F)F)(F)F. Drug 2: C1=NC2=C(N=C(N=C2N1C3C(C(C(O3)CO)O)F)Cl)N. Cell line: DU-145. Synergy scores: CSS=7.34, Synergy_ZIP=4.06, Synergy_Bliss=14.2, Synergy_Loewe=-1.48, Synergy_HSA=2.55. (8) Drug 1: CNC(=O)C1=CC=CC=C1SC2=CC3=C(C=C2)C(=NN3)C=CC4=CC=CC=N4. Drug 2: C(CN)CNCCSP(=O)(O)O. Cell line: UACC62. Synergy scores: CSS=9.26, Synergy_ZIP=-0.659, Synergy_Bliss=2.00, Synergy_Loewe=-2.59, Synergy_HSA=0.486. (9) Drug 1: CC1=CC2C(CCC3(C2CCC3(C(=O)C)OC(=O)C)C)C4(C1=CC(=O)CC4)C. Drug 2: CN(C)C1=NC(=NC(=N1)N(C)C)N(C)C. Cell line: SF-539. Synergy scores: CSS=0.758, Synergy_ZIP=1.05, Synergy_Bliss=1.70, Synergy_Loewe=-1.00, Synergy_HSA=-0.899.